From a dataset of Forward reaction prediction with 1.9M reactions from USPTO patents (1976-2016). Predict the product of the given reaction. (1) Given the reactants Br[C:2]1[CH:23]=[CH:22][C:5]([C:6]([NH:8][C:9]2[C:10](=[O:21])[NH:11][CH:12]=[C:13]([C:15]3[CH:20]=[CH:19][N:18]=[CH:17][CH:16]=3)[CH:14]=2)=[O:7])=[CH:4][CH:3]=1.[NH:24]1[CH2:29][CH2:28][CH2:27][CH2:26][CH2:25]1, predict the reaction product. The product is: [O:21]=[C:10]1[C:9]([NH:8][C:6](=[O:7])[C:5]2[CH:22]=[CH:23][C:2]([N:24]3[CH2:29][CH2:28][CH2:27][CH2:26][CH2:25]3)=[CH:3][CH:4]=2)=[CH:14][C:13]([C:15]2[CH:20]=[CH:19][N:18]=[CH:17][CH:16]=2)=[CH:12][NH:11]1. (2) The product is: [F:8][C@@H:3]([C:4]([OH:6])([CH3:7])[CH3:5])[CH2:2][NH:1][C:10](=[O:11])[O:12][C:13]1[CH:18]=[CH:17][CH:16]=[CH:15][CH:14]=1. Given the reactants [NH2:1][CH2:2][C@@H:3]([F:8])[C:4]([CH3:7])([OH:6])[CH3:5].Cl[C:10]([O:12][C:13]1[CH:18]=[CH:17][CH:16]=[CH:15][CH:14]=1)=[O:11].N1C=CC=CC=1, predict the reaction product. (3) Given the reactants [Br:1][C:2]1[CH:7]=[CH:6][C:5]([F:8])=[CH:4][C:3]=1[C:9]1[NH:13][N:12]=[N:11][N:10]=1.CI.[C:16](=O)([O-])[O-].[K+].[K+], predict the reaction product. The product is: [Br:1][C:2]1[CH:7]=[CH:6][C:5]([F:8])=[CH:4][C:3]=1[C:9]1[N:10]=[N:11][N:12]([CH3:16])[N:13]=1. (4) Given the reactants [Cl:1][C:2]1[C:10]2[N:9]=[C:8]3[N:11]([C:15]4[CH:20]=[CH:19][C:18]([Cl:21])=[CH:17][C:16]=4[Cl:22])[CH2:12][CH2:13][CH2:14][N:7]3[C:6]=2[C:5]([N+:23]([O-])=O)=[CH:4][CH:3]=1, predict the reaction product. The product is: [Cl:1][C:2]1[CH:3]=[CH:4][C:5]([NH2:23])=[C:6]2[C:10]=1[N:9]=[C:8]1[N:11]([C:15]3[CH:20]=[CH:19][C:18]([Cl:21])=[CH:17][C:16]=3[Cl:22])[CH2:12][CH2:13][CH2:14][N:7]21. (5) Given the reactants O[N:2]=[C:3](Cl)[C:4]1[S:5][CH:6]=[CH:7][CH:8]=1.[Cl:10][C:11]1[CH:16]=[CH:15][CH:14]=[CH:13][C:12]=1[CH2:17][CH2:18][NH2:19].CCN(CC)CC.[C:27]([C:33]([O:35]C)=[O:34])#[C:28][C:29](OC)=[O:30].[O:37]1CCCC1, predict the reaction product. The product is: [Cl:10][C:11]1[CH:16]=[CH:15][CH:14]=[CH:13][C:12]=1[CH2:17][CH2:18][N:19]1[C:29](=[O:30])[C:28]([OH:37])=[C:27]([C:33]([OH:35])=[O:34])[N:2]=[C:3]1[C:4]1[S:5][CH:6]=[CH:7][CH:8]=1.